This data is from Forward reaction prediction with 1.9M reactions from USPTO patents (1976-2016). The task is: Predict the product of the given reaction. The product is: [CH3:14][C:4]1[CH:3]=[C:2]([O:1][CH2:18][CH2:19][CH3:20])[C:11]2[C:6](=[CH:7][CH:8]=[CH:9][CH:10]=2)[C:5]=1[CH:12]=[O:13]. Given the reactants [OH:1][C:2]1[C:11]2[C:6](=[CH:7][CH:8]=[CH:9][CH:10]=2)[C:5]([CH:12]=[O:13])=[C:4]([CH3:14])[CH:3]=1.[H-].[Na+].I[CH2:18][CH2:19][CH3:20], predict the reaction product.